This data is from Forward reaction prediction with 1.9M reactions from USPTO patents (1976-2016). The task is: Predict the product of the given reaction. (1) Given the reactants [NH2:1][C:2]1[CH:7]=[CH:6][C:5]([C:8]2[CH2:9][C@@H:10]3[N:16]([CH:17]=2)[C:15](=[O:18])[C:14]2[CH:19]=[C:20]([O:53][CH3:54])[C:21]([O:23][CH2:24][CH2:25][CH2:26][O:27][C:28]4[C:50]([O:51][CH3:52])=[CH:49][C:31]5[C:32](=[O:48])[N:33]6[CH:39]=[C:38]([CH:40]=[CH:41][C:42]7[CH:47]=[CH:46][CH:45]=[CH:44][CH:43]=7)[CH2:37][C@H:34]6[CH:35]=[N:36][C:30]=5[CH:29]=4)=[CH:22][C:13]=2[N:12]=[CH:11]3)=[CH:4][CH:3]=1.[O:55]=[C:56]1[CH:60]=[CH:59][C:58](=[O:61])[N:57]1[CH2:62][CH2:63][CH2:64][CH2:65][CH2:66][C:67]([NH:69][C@@H:70]([CH:79]([CH3:81])[CH3:80])[C:71]([NH:73][C@@H:74]([CH3:78])[C:75](O)=[O:76])=[O:72])=[O:68].CCOC1N(C(OCC)=O)C2C(=CC=CC=2)C=C1.C(Cl)Cl.CO, predict the reaction product. The product is: [O:55]=[C:56]1[CH:60]=[CH:59][C:58](=[O:61])[N:57]1[CH2:62][CH2:63][CH2:64][CH2:65][CH2:66][C:67]([NH:69][C@@H:70]([CH:79]([CH3:81])[CH3:80])[C:71]([NH:73][C@@H:74]([CH3:78])[C:75]([NH:1][C:2]1[CH:7]=[CH:6][C:5]([C:8]2[CH2:9][C@@H:10]3[N:16]([CH:17]=2)[C:15](=[O:18])[C:14]2[CH:19]=[C:20]([O:53][CH3:54])[C:21]([O:23][CH2:24][CH2:25][CH2:26][O:27][C:28]4[C:50]([O:51][CH3:52])=[CH:49][C:31]5[C:32](=[O:48])[N:33]6[CH:39]=[C:38](/[CH:40]=[CH:41]/[C:42]7[CH:47]=[CH:46][CH:45]=[CH:44][CH:43]=7)[CH2:37][C@H:34]6[CH:35]=[N:36][C:30]=5[CH:29]=4)=[CH:22][C:13]=2[N:12]=[CH:11]3)=[CH:4][CH:3]=1)=[O:76])=[O:72])=[O:68]. (2) The product is: [CH3:63][C:29]1[CH:28]=[CH:27][CH:26]=[C:25]([CH3:24])[C:30]=1[CH2:112][CH2:111][C:110]1[N:62]([C:59]2[CH:60]=[CH:61][C:56]([N:55]3[C:142](=[O:143])[CH2:141][C:140](=[O:144])[NH:42][C:45]4[C:54]5[C:49]([CH:48]=[CH:47][C:46]3=4)=[CH:50][CH:51]=[CH:52][CH:53]=5)=[CH:57][CH:58]=2)[CH:113]=[CH:108][N:109]=1. Given the reactants CC1C=CC=C(C)C=1CCC1N(C2C=CC(NC3C=C[C:30]4[C:25](=[CH:26][CH:27]=[CH:28][CH:29]=4)[C:24]=3NC(=O)CC(OCC)=O)=CC=2)C=CN=1.[N+:42]([C:45]1[C:54]2[C:49](=[CH:50][CH:51]=[CH:52][CH:53]=2)[CH:48]=[CH:47][C:46]=1[NH:55][C:56]1[CH:61]=[CH:60][C:59]([NH2:62])=[CH:58][CH:57]=1)([O-])=O.[CH3:63]C1C=CC=C(C)C=1CCC(O)=O.O=C(NC1C2C(=CC=CC=2)C=CC=1NC1C=CC=C(N2C(CC[C:108]3[CH:113]=[CH:112][CH:111]=[CH:110][N:109]=3)=NN=N2)C=1)C(OCC)=O.Cl.FC(F)(F)C1C=CC(CCC2N(C3C=CC(N4[C:142](=[O:143])[CH2:141][C:140](=[O:144])NC5C6C(C=CC4=5)=CC=CC=6)=CC=3)C=CN=2)=CC=1.N1C=CC=CC=1CCC1N(C2C=C(NC3C(N)=CC=C4C=3C=CC=C4)C=CC=2)N=NN=1.Cl.N1C=CC=CC=1CCC1N(C2C=C(N3C4C=CC5C=CC=CC=5C=4NC(=O)C3=O)C=CC=2)N=NN=1, predict the reaction product. (3) Given the reactants [Cl:1][C:2]1[CH:3]=[CH:4][C:5]([O:15][CH2:16][C:17]2[CH:22]=[CH:21][C:20]([Br:23])=[CH:19][C:18]=2[F:24])=[C:6]([C:8](=O)[CH2:9][CH2:10][C:11](=O)[CH3:12])[CH:7]=1.[CH3:25][O:26][C:27](=[O:36])[C:28]1[CH:33]=[C:32]([NH2:34])[CH:31]=[C:30]([NH2:35])[CH:29]=1.CC1C=CC(S(O)(=O)=O)=CC=1, predict the reaction product. The product is: [CH3:25][O:26][C:27](=[O:36])[C:28]1[CH:29]=[C:30]([NH2:35])[CH:31]=[C:32]([N:34]2[C:11]([CH3:12])=[CH:10][CH:9]=[C:8]2[C:6]2[CH:7]=[C:2]([Cl:1])[CH:3]=[CH:4][C:5]=2[O:15][CH2:16][C:17]2[CH:22]=[CH:21][C:20]([Br:23])=[CH:19][C:18]=2[F:24])[CH:33]=1. (4) Given the reactants [OH:1][C:2]1[CH:3]=[C:4]([C:8]2[C:17]3[C:12](=[C:13]([C:18]([F:21])([F:20])[F:19])[CH:14]=[CH:15][CH:16]=3)[N:11]=[CH:10][C:9]=2[C:22]([C:24]2[CH:29]=[CH:28][CH:27]=[CH:26][CH:25]=2)=[O:23])[CH:5]=[CH:6][CH:7]=1.[C:30]([C:33]1[CH:38]=[CH:37][C:36](B(O)O)=[CH:35][CH:34]=1)([OH:32])=[O:31], predict the reaction product. The product is: [C:22]([C:9]1[CH:10]=[N:11][C:12]2[C:17]([C:8]=1[C:4]1[CH:3]=[C:2]([CH:7]=[CH:6][CH:5]=1)[O:1][C:36]1[CH:37]=[CH:38][C:33]([C:30]([OH:32])=[O:31])=[CH:34][CH:35]=1)=[CH:16][CH:15]=[CH:14][C:13]=2[C:18]([F:21])([F:19])[F:20])(=[O:23])[C:24]1[CH:25]=[CH:26][CH:27]=[CH:28][CH:29]=1. (5) Given the reactants FC(F)(F)C(O)=O.FC(F)(F)C(O)=O.FC(F)(F)C(O)=O.[NH2:22][C:23]1[N:28]2[N:29]=[CH:30][C:31]([C:32]3[CH:33]=[CH:34][C:35]([C:38]([OH:41])([CH3:40])[CH3:39])=[N:36][CH:37]=3)=[C:27]2[N:26]=[C:25]([CH:42]2[CH2:48][CH:47]3[NH:49][CH:44]([CH2:45][CH2:46]3)[CH2:43]2)[C:24]=1I.[CH3:51][S:52]([O-:54])=[O:53].[Na+].CS(C)=O, predict the reaction product. The product is: [NH2:22][C:23]1[N:28]2[N:29]=[CH:30][C:31]([C:32]3[CH:33]=[CH:34][C:35]([C:38]([OH:41])([CH3:40])[CH3:39])=[N:36][CH:37]=3)=[C:27]2[N:26]=[C:25]([CH:42]2[CH2:48][CH:47]3[NH:49][CH:44]([CH2:45][CH2:46]3)[CH2:43]2)[C:24]=1[S:52]([CH3:51])(=[O:54])=[O:53].